Dataset: NCI-60 drug combinations with 297,098 pairs across 59 cell lines. Task: Regression. Given two drug SMILES strings and cell line genomic features, predict the synergy score measuring deviation from expected non-interaction effect. (1) Drug 1: C1=CC=C(C=C1)NC(=O)CCCCCCC(=O)NO. Drug 2: CC1CCC2CC(C(=CC=CC=CC(CC(C(=O)C(C(C(=CC(C(=O)CC(OC(=O)C3CCCCN3C(=O)C(=O)C1(O2)O)C(C)CC4CCC(C(C4)OC)OCCO)C)C)O)OC)C)C)C)OC. Cell line: UACC62. Synergy scores: CSS=14.3, Synergy_ZIP=-4.98, Synergy_Bliss=0.634, Synergy_Loewe=-1.61, Synergy_HSA=0.355. (2) Drug 1: CNC(=O)C1=CC=CC=C1SC2=CC3=C(C=C2)C(=NN3)C=CC4=CC=CC=N4. Drug 2: CCCCC(=O)OCC(=O)C1(CC(C2=C(C1)C(=C3C(=C2O)C(=O)C4=C(C3=O)C=CC=C4OC)O)OC5CC(C(C(O5)C)O)NC(=O)C(F)(F)F)O. Cell line: UO-31. Synergy scores: CSS=9.61, Synergy_ZIP=-1.52, Synergy_Bliss=3.19, Synergy_Loewe=0.183, Synergy_HSA=3.21. (3) Drug 1: CC1CC2C3CCC4=CC(=O)C=CC4(C3(C(CC2(C1(C(=O)CO)O)C)O)F)C. Drug 2: C1CC(CCC1OC2=C(C(=CC=C2)Cl)F)(CC3=NC(=CC=C3)NC4=NC=CS4)C(=O)O. Cell line: UACC62. Synergy scores: CSS=18.5, Synergy_ZIP=-0.181, Synergy_Bliss=5.55, Synergy_Loewe=-12.6, Synergy_HSA=5.74. (4) Drug 1: C1CCC(C(C1)N)N.C(=O)(C(=O)[O-])[O-].[Pt+4]. Drug 2: CC12CCC3C(C1CCC2OP(=O)(O)O)CCC4=C3C=CC(=C4)OC(=O)N(CCCl)CCCl.[Na+]. Cell line: HOP-62. Synergy scores: CSS=16.0, Synergy_ZIP=3.60, Synergy_Bliss=8.94, Synergy_Loewe=1.90, Synergy_HSA=5.63. (5) Drug 1: C1=NC2=C(N=C(N=C2N1C3C(C(C(O3)CO)O)O)F)N. Drug 2: CCC(=C(C1=CC=CC=C1)C2=CC=C(C=C2)OCCN(C)C)C3=CC=CC=C3.C(C(=O)O)C(CC(=O)O)(C(=O)O)O. Cell line: BT-549. Synergy scores: CSS=13.9, Synergy_ZIP=-2.64, Synergy_Bliss=-1.02, Synergy_Loewe=-8.05, Synergy_HSA=-0.737. (6) Drug 1: COC1=C(C=C2C(=C1)N=CN=C2NC3=CC(=C(C=C3)F)Cl)OCCCN4CCOCC4. Drug 2: C1=CN(C(=O)N=C1N)C2C(C(C(O2)CO)O)O.Cl. Cell line: A498. Synergy scores: CSS=33.8, Synergy_ZIP=-12.6, Synergy_Bliss=-5.26, Synergy_Loewe=-0.369, Synergy_HSA=1.02. (7) Drug 1: C1=NC2=C(N1)C(=S)N=C(N2)N. Drug 2: CCC1=C2CN3C(=CC4=C(C3=O)COC(=O)C4(CC)O)C2=NC5=C1C=C(C=C5)O. Cell line: NCI-H226. Synergy scores: CSS=32.8, Synergy_ZIP=-9.93, Synergy_Bliss=-0.219, Synergy_Loewe=-3.79, Synergy_HSA=2.77. (8) Drug 1: CS(=O)(=O)C1=CC(=C(C=C1)C(=O)NC2=CC(=C(C=C2)Cl)C3=CC=CC=N3)Cl. Drug 2: CCN(CC)CCNC(=O)C1=C(NC(=C1C)C=C2C3=C(C=CC(=C3)F)NC2=O)C. Cell line: NCI-H226. Synergy scores: CSS=8.81, Synergy_ZIP=0.734, Synergy_Bliss=4.47, Synergy_Loewe=1.44, Synergy_HSA=1.64.